This data is from Full USPTO retrosynthesis dataset with 1.9M reactions from patents (1976-2016). The task is: Predict the reactants needed to synthesize the given product. Given the product [CH3:36][O:35][C:21]1[CH:22]=[C:23]([N:26]2[C:34]3[C:29](=[CH:30][CH:31]=[CH:32][CH:33]=3)[CH:28]=[CH:27]2)[CH:24]=[CH:25][C:20]=1[B:10]1[O:11][C:12]([CH3:17])([CH3:18])[C:13]([CH3:15])([CH3:16])[O:14]1, predict the reactants needed to synthesize it. The reactants are: [B:10]1([B:10]2[O:14][C:13]([CH3:16])([CH3:15])[C:12]([CH3:18])([CH3:17])[O:11]2)[O:14][C:13]([CH3:16])([CH3:15])[C:12]([CH3:18])([CH3:17])[O:11]1.Br[C:20]1[CH:25]=[CH:24][C:23]([N:26]2[C:34]3[C:29](=[CH:30][CH:31]=[CH:32][CH:33]=3)[CH:28]=[CH:27]2)=[CH:22][C:21]=1[O:35][CH3:36].C([O-])(=O)C.[K+].